This data is from Forward reaction prediction with 1.9M reactions from USPTO patents (1976-2016). The task is: Predict the product of the given reaction. (1) Given the reactants [CH:1]([C:4]1[N:5]=[C:6]([C:9]2[CH:18]=[C:17]([O:19]CC3C=CC(OC)=CC=3)[C:16]3[C:11](=[C:12]([CH3:31])[CH:13]=[C:14]([O:29][CH3:30])[CH:15]=3)[N:10]=2)[S:7][CH:8]=1)([CH3:3])[CH3:2].[Cl-].[Cl-].[Cl-].[Cs+].[Cs+].[Cs+].[I-].[Na+].Cl, predict the reaction product. The product is: [OH:19][C:17]1[C:16]2[C:11](=[C:12]([CH3:31])[CH:13]=[C:14]([O:29][CH3:30])[CH:15]=2)[N:10]=[C:9]([C:6]2[S:7][CH:8]=[C:4]([CH:1]([CH3:3])[CH3:2])[N:5]=2)[CH:18]=1. (2) Given the reactants Cl[C:2]1[N:7]=[C:6]([S:8][C:9]2[C:14](=[O:15])[N:13]3[C:16]4([CH2:24][CH2:23][CH2:22][CH2:21][CH2:20]4)[NH:17][C:18](=[O:19])[C:12]3=[C:11]([CH3:25])[CH:10]=2)[CH:5]=[CH:4][N:3]=1, predict the reaction product. The product is: [CH3:25][C:11]1[CH:10]=[C:9]([S:8][C:6]2[CH:5]=[CH:4][N:3]=[CH:2][N:7]=2)[C:14](=[O:15])[N:13]2[C:16]3([CH2:20][CH2:21][CH2:22][CH2:23][CH2:24]3)[NH:17][C:18](=[O:19])[C:12]=12. (3) Given the reactants [Cl:1][C:2]1[CH:7]=[C:6]([N:8]=[C:9]=[S:10])[CH:5]=[C:4]([C:11]([F:14])([F:13])[F:12])[C:3]=1[C:15]1[CH:20]=[CH:19][C:18]([C@H:21]([NH:23][S:24]([CH3:27])(=[O:26])=[O:25])[CH3:22])=[CH:17][CH:16]=1.[N:28]#[C:29][NH2:30].[Na].[CH3:32]I, predict the reaction product. The product is: [Cl:1][C:2]1[CH:7]=[C:6]([N:8]([NH:28][C:29]#[N:30])[CH2:9][S:10][CH3:32])[CH:5]=[C:4]([C:11]([F:13])([F:14])[F:12])[C:3]=1[C:15]1[CH:16]=[CH:17][C:18]([C@H:21]([NH:23][S:24]([CH3:27])(=[O:25])=[O:26])[CH3:22])=[CH:19][CH:20]=1. (4) Given the reactants CS(Cl)(=O)=O.[CH3:6][C:7]1[S:11][C:10]2[CH:12]=[CH:13][CH:14]=[CH:15][C:9]=2[C:8]=1[S:16][C:17]1[CH:22]=[CH:21][CH:20]=[CH:19][C:18]=1[CH2:23]O.[CH2:25]([N:27](CC)CC)C.CN.C([O-])(O)=O.[Na+], predict the reaction product. The product is: [CH3:25][NH:27][CH2:23][C:18]1[CH:19]=[CH:20][CH:21]=[CH:22][C:17]=1[S:16][C:8]1[C:9]2[CH:15]=[CH:14][CH:13]=[CH:12][C:10]=2[S:11][C:7]=1[CH3:6]. (5) Given the reactants [CH2:1]([C:8]1[C:9]([CH3:22])=[N:10][C:11]2[N:12]([N:14]=[CH:15][C:16]=2[C:17]([O:19]CC)=[O:18])[CH:13]=1)[C:2]1[CH:7]=[CH:6][CH:5]=[CH:4][CH:3]=1.[OH-].[K+], predict the reaction product. The product is: [CH2:1]([C:8]1[C:9]([CH3:22])=[N:10][C:11]2[N:12]([N:14]=[CH:15][C:16]=2[C:17]([OH:19])=[O:18])[CH:13]=1)[C:2]1[CH:7]=[CH:6][CH:5]=[CH:4][CH:3]=1. (6) Given the reactants [CH2:1]([N:3]1[C:7]([C:8]2[CH:13]=[CH:12][C:11]([N+:14]([O-:16])=[O:15])=[C:10]([CH3:17])[CH:9]=2)=[N:6][C:5]([C:18]2[CH:19]=[N:20][CH:21]=[CH:22][CH:23]=2)=[N:4]1)[CH3:2].[Cl:24][C:25]1[CH:32]=[CH:31][CH:30]=[CH:29][C:26]=1[CH:27]=[O:28].C1CCN2C(=NCCC2)CC1, predict the reaction product. The product is: [Cl:24][C:25]1[CH:32]=[CH:31][CH:30]=[CH:29][C:26]=1[CH:27]([OH:28])[CH2:17][C:10]1[CH:9]=[C:8]([C:7]2[N:3]([CH2:1][CH3:2])[N:4]=[C:5]([C:18]3[CH:19]=[N:20][CH:21]=[CH:22][CH:23]=3)[N:6]=2)[CH:13]=[CH:12][C:11]=1[N+:14]([O-:16])=[O:15]. (7) Given the reactants [NH2:1][CH2:2][CH2:3][O:4]/[N:5]=[C:6](/[C:8]1[N:13]=[C:12]2[N:14]([CH2:17][C:18]3[CH:19]=[C:20]4[C:25](=[CH:26][CH:27]=3)[N:24]=[CH:23][CH:22]=[CH:21]4)[N:15]=[N:16][C:11]2=[N:10][CH:9]=1)\[CH3:7].Cl[C:29]([O:31][CH3:32])=[O:30].C(N(CC)CC)C, predict the reaction product. The product is: [N:24]1[C:25]2[C:20](=[CH:19][C:18]([CH2:17][N:14]3[C:12]4=[N:13][C:8](/[C:6](=[N:5]/[O:4][CH2:3][CH2:2][NH:1][C:29](=[O:30])[O:31][CH3:32])/[CH3:7])=[CH:9][N:10]=[C:11]4[N:16]=[N:15]3)=[CH:27][CH:26]=2)[CH:21]=[CH:22][CH:23]=1. (8) Given the reactants [C:1]([OH:8])(=[O:7])[CH2:2][CH2:3][C:4]([OH:6])=[O:5].[CH2:9]([C@@H:16]1[NH:21][CH2:20][CH2:19][N:18]([C:22]2[C:31]3[CH:30]=[C:29]([CH3:32])[S:28][C:27]=3[C:26](=[O:33])[C:25]3[CH:34]=[CH:35][CH:36]=[CH:37][C:24]=3[N:23]=2)[CH2:17]1)[C:10]1[CH:15]=[CH:14][CH:13]=[CH:12][CH:11]=1.[C:38](O[BH-](OC(=O)C)OC(=O)C)(=O)C.[Na+], predict the reaction product. The product is: [C:1]([OH:8])(=[O:7])[CH2:2][CH2:3][C:4]([OH:6])=[O:5].[CH2:9]([C@@H:16]1[N:21]([CH3:38])[CH2:20][CH2:19][N:18]([C:22]2[C:31]3[CH:30]=[C:29]([CH3:32])[S:28][C:27]=3[C:26](=[O:33])[C:25]3[CH:34]=[CH:35][CH:36]=[CH:37][C:24]=3[N:23]=2)[CH2:17]1)[C:10]1[CH:11]=[CH:12][CH:13]=[CH:14][CH:15]=1. (9) Given the reactants [Br:1][C:2]1[CH:7]=[CH:6][C:5]([C:8]2[N:12]=[C:11]([NH:13][C:14]([CH3:18])([CH3:17])[CH2:15][OH:16])[S:10][N:9]=2)=[CH:4][CH:3]=1.C(N(CC)CC)C.Cl[C:27](Cl)([O:29]C(=O)OC(Cl)(Cl)Cl)Cl, predict the reaction product. The product is: [Br:1][C:2]1[CH:3]=[CH:4][C:5]([C:8]2[N:12]=[C:11]([N:13]3[C:14]([CH3:18])([CH3:17])[CH2:15][O:16][C:27]3=[O:29])[S:10][N:9]=2)=[CH:6][CH:7]=1.